From a dataset of Reaction yield outcomes from USPTO patents with 853,638 reactions. Predict the reaction yield, written as a fraction of the theoretical maximum amount of product (1.0 means a 100% yield; for example, 0.34 means a 34% yield). The reactants are [C:1]1([C:7]2[CH:15]=[C:14]3[C:10]([CH2:11][C:12](=[O:16])[NH:13]3)=[CH:9][CH:8]=2)[CH:6]=[CH:5][CH:4]=[CH:3][CH:2]=1.[CH2:17]([N:19]([CH2:35][CH3:36])[CH2:20][CH2:21][CH2:22][NH:23][C:24]([C:26]1[C:30]([CH3:31])=[C:29]([CH:32]=O)[NH:28][C:27]=1[CH3:34])=[O:25])[CH3:18]. No catalyst specified. The product is [CH2:35]([N:19]([CH2:17][CH3:18])[CH2:20][CH2:21][CH2:22][NH:23][C:24]([C:26]1[C:30]([CH3:31])=[C:29]([CH:32]=[C:11]2[C:10]3[C:14](=[CH:15][C:7]([C:1]4[CH:2]=[CH:3][CH:4]=[CH:5][CH:6]=4)=[CH:8][CH:9]=3)[NH:13][C:12]2=[O:16])[NH:28][C:27]=1[CH3:34])=[O:25])[CH3:36]. The yield is 0.570.